From a dataset of Reaction yield outcomes from USPTO patents with 853,638 reactions. Predict the reaction yield, written as a fraction of the theoretical maximum amount of product (1.0 means a 100% yield; for example, 0.34 means a 34% yield). (1) The reactants are [CH:1]1([C:4]2[N:8]([C:9]3[CH:14]=[C:13]([S:15](Cl)(=[O:17])=[O:16])[CH:12]=[CH:11][C:10]=3[Cl:19])[N:7]=[CH:6][C:5]=2[C:20]([O:22][CH2:23][CH3:24])=[O:21])[CH2:3][CH2:2]1.[CH3:25][NH:26][CH3:27]. The catalyst is C(Cl)Cl. The product is [CH:1]1([C:4]2[N:8]([C:9]3[CH:14]=[C:13]([S:15]([N:26]([CH3:27])[CH3:25])(=[O:17])=[O:16])[CH:12]=[CH:11][C:10]=3[Cl:19])[N:7]=[CH:6][C:5]=2[C:20]([O:22][CH2:23][CH3:24])=[O:21])[CH2:3][CH2:2]1. The yield is 0.860. (2) The yield is 0.670. The catalyst is O1CCCC1.ClCCl. The reactants are CON(C)[C:4]([C:6]1[CH:7]=[C:8]2[CH2:13][CH2:12][CH2:11][N:9]2[N:10]=1)=[O:5].[H-].[Al+3].[Li+].[H-].[H-].[H-]. The product is [N:10]1[N:9]2[CH2:11][CH2:12][CH2:13][C:8]2=[CH:7][C:6]=1[CH:4]=[O:5].